This data is from Choline transporter screen with 302,306 compounds. The task is: Binary Classification. Given a drug SMILES string, predict its activity (active/inactive) in a high-throughput screening assay against a specified biological target. (1) The molecule is O=C1N(N=C(CC1)c1ccccc1)CCC(=O)NCCCC. The result is 0 (inactive). (2) The molecule is S=C(NC1CC1)NC1CCCc2c1cccc2. The result is 0 (inactive).